This data is from Peptide-MHC class I binding affinity with 185,985 pairs from IEDB/IMGT. The task is: Regression. Given a peptide amino acid sequence and an MHC pseudo amino acid sequence, predict their binding affinity value. This is MHC class I binding data. The peptide sequence is RRAARAEYL. The MHC is HLA-B53:01 with pseudo-sequence HLA-B53:01. The binding affinity (normalized) is 0.